Dataset: Catalyst prediction with 721,799 reactions and 888 catalyst types from USPTO. Task: Predict which catalyst facilitates the given reaction. (1) Reactant: [H-].[Na+].[Cl:3][C:4]1[CH:9]=[CH:8][C:7]([CH2:10]Cl)=[CH:6][N:5]=1.[OH:12][C:13]1[CH:14]=[C:15]([CH:21]=[CH:22][CH:23]=1)[C:16]([O:18]CC)=[O:17].[I-].[K+].[OH-].[Na+]. Product: [Cl:3][C:4]1[N:5]=[CH:6][C:7]([CH2:10][O:12][C:13]2[CH:14]=[C:15]([CH:21]=[CH:22][CH:23]=2)[C:16]([OH:18])=[O:17])=[CH:8][CH:9]=1. The catalyst class is: 18. (2) Product: [Cl:21][CH2:22][C:23]([N:5]([CH2:4][CH2:3][CH2:2][Cl:1])[C:6]1[CH:11]=[CH:10][CH:9]=[CH:8][C:7]=1[O:12][CH3:13])=[O:24]. The catalyst class is: 4. Reactant: [Cl:1][CH2:2][CH2:3][CH2:4][NH:5][C:6]1[CH:11]=[CH:10][CH:9]=[CH:8][C:7]=1[O:12][CH3:13].C(N(CC)CC)C.[Cl:21][CH2:22][C:23](Cl)=[O:24].O. (3) Reactant: [CH3:1][CH2:2][N:3]([CH2:6][C:7]([NH:9][C:10]1[C:11]([CH3:17])=[CH:12][CH:13]=[CH:14][C:15]=1[CH3:16])=[O:8])[CH2:4][CH3:5].Cl.[OH-].[Na+]. Product: [CH3:5][CH2:4][N:3]([CH2:6][C:7]([NH:9][C:10]1[C:15]([CH3:16])=[CH:14][CH:13]=[CH:12][C:11]=1[CH3:17])=[O:8])[CH2:2][CH3:1]. The catalyst class is: 6. (4) Reactant: [O:1]1[C:5]2([CH2:10][CH2:9][CH:8]([OH:11])[CH2:7][CH2:6]2)[O:4][CH2:3][CH2:2]1.C(N(CC)CC)C.[CH3:19][S:20](Cl)(=[O:22])=[O:21]. The catalyst class is: 20. Product: [CH3:19][S:20]([O:11][CH:8]1[CH2:9][CH2:10][C:5]2([O:4][CH2:3][CH2:2][O:1]2)[CH2:6][CH2:7]1)(=[O:22])=[O:21]. (5) Reactant: C(O[BH-](OC(=O)C)OC(=O)C)(=O)C.[Na+].FC(F)(F)C(O)=O.[NH2:22][C:23]1[C:24]([C:28]2[N:32]([C:33]3[CH:38]=[CH:37][C:36]([F:39])=[C:35]([Br:40])[CH:34]=3)[C:31](=[O:41])[O:30][N:29]=2)=[N:25][O:26][N:27]=1.[CH2:42]([N:45]([S:53]([N:56]([CH2:60][CH:61]=[CH2:62])[CH2:57][CH:58]=O)(=[O:55])=[O:54])[C:46](=[O:52])[O:47][C:48]([CH3:51])([CH3:50])[CH3:49])[CH:43]=[CH2:44].C(=O)([O-])[O-].[Na+].[Na+]. Product: [CH2:42]([N:45]([S:53](=[O:55])(=[O:54])[N:56]([CH2:60][CH:61]=[CH2:62])[CH2:57][CH2:58][NH:22][C:23]1[C:24]([C:28]2[N:32]([C:33]3[CH:38]=[CH:37][C:36]([F:39])=[C:35]([Br:40])[CH:34]=3)[C:31](=[O:41])[O:30][N:29]=2)=[N:25][O:26][N:27]=1)[C:46](=[O:52])[O:47][C:48]([CH3:49])([CH3:51])[CH3:50])[CH:43]=[CH2:44]. The catalyst class is: 7.